Dataset: Full USPTO retrosynthesis dataset with 1.9M reactions from patents (1976-2016). Task: Predict the reactants needed to synthesize the given product. (1) The reactants are: Br[C:2]1[CH:33]=[CH:32][C:5]([CH2:6][N:7]([CH:21]2[CH2:26][CH2:25][N:24]([CH2:27][CH2:28][CH:29]([CH3:31])[CH3:30])[CH2:23][CH2:22]2)[C:8]([C:10]2[CH:15]=[CH:14][C:13]([CH2:16][CH2:17][CH2:18][CH2:19][CH3:20])=[CH:12][N:11]=2)=[O:9])=[CH:4][CH:3]=1.C(=O)([O-])[O-].[K+].[K+].B(O)(O)[C:41]1[CH:46]=[CH:45][C:44]([CH2:47]O[C:41]2[CH:46]=[CH:45][C:44](/[CH:47]=C3/C(N([CH2:47][C:44]4[CH:45]=[CH:46][C:41](F)=[CH:42][CH:43]=4)C(S/3)=O)=C)=[CH:43][CH:42]=2)=[CH:43][CH:42]=1.O. Given the product [CH3:47][C:44]1[CH:43]=[C:42]([C:2]2[CH:3]=[CH:4][C:5]([CH2:6][N:7]([CH:21]3[CH2:26][CH2:25][N:24]([CH2:27][CH2:28][CH:29]([CH3:30])[CH3:31])[CH2:23][CH2:22]3)[C:8]([C:10]3[CH:15]=[CH:14][C:13]([CH2:16][CH2:17][CH2:18][CH2:19][CH3:20])=[CH:12][N:11]=3)=[O:9])=[CH:32][CH:33]=2)[CH:41]=[CH:46][CH:45]=1, predict the reactants needed to synthesize it. (2) The reactants are: [NH2:1][C:2]1[CH:10]=[C:9]([Cl:11])[CH:8]=[CH:7][C:3]=1[C:4]([OH:6])=[O:5].[F:12][C:13]1[CH:18]=[CH:17][CH:16]=[CH:15][C:14]=1[N:19]=[C:20]=[O:21].C(N(CC)CC)C. Given the product [Cl:11][C:9]1[CH:8]=[CH:7][C:3]([C:4]([OH:6])=[O:5])=[C:2]([NH:1][C:20]([NH:19][C:14]2[CH:15]=[CH:16][CH:17]=[CH:18][C:13]=2[F:12])=[O:21])[CH:10]=1, predict the reactants needed to synthesize it. (3) Given the product [OH:13][CH2:12][CH:1]1[C:9]2[CH:8]=[CH:7][C:6]3[C:16](=[O:17])[O:11][CH2:10][C:5]=3[C:4]=2[CH2:3][CH2:2]1, predict the reactants needed to synthesize it. The reactants are: [CH:1]1([CH2:12][OH:13])[C:9]2[C:4](=[C:5]([CH2:10][OH:11])[CH:6]=[CH:7][CH:8]=2)[CH2:3][CH2:2]1.FC(F)(F)[C:16]([O-])=[O:17].[Tl+].C(O)(C(F)(F)F)=O.[Cl-].[Li+].[O-2].[Mg+2]. (4) Given the product [CH3:39][O:40][C:41]([C:43]1[N:44]([C:57]2[CH:62]=[CH:61][CH:60]=[CH:59][CH:58]=2)[C:45]2[C:50]([C:51](=[O:55])[C:52]=1[CH2:53][NH:54][C:9](=[O:11])[C:8]1[CH:7]=[CH:6][C:5]([S:2]([CH3:1])(=[O:3])=[O:4])=[CH:13][CH:12]=1)=[CH:49][CH:48]=[C:47]([Cl:56])[CH:46]=2)=[O:42], predict the reactants needed to synthesize it. The reactants are: [CH3:1][S:2]([C:5]1[CH:13]=[CH:12][C:8]([C:9]([OH:11])=O)=[CH:7][CH:6]=1)(=[O:4])=[O:3].F[P-](F)(F)(F)(F)F.Br[P+](N1CCCC1)(N1CCCC1)N1CCCC1.Cl.[CH3:39][O:40][C:41]([C:43]1[N:44]([C:57]2[CH:62]=[CH:61][CH:60]=[CH:59][CH:58]=2)[C:45]2[C:50]([C:51](=[O:55])[C:52]=1[CH2:53][NH2:54])=[CH:49][CH:48]=[C:47]([Cl:56])[CH:46]=2)=[O:42]. (5) Given the product [CH3:18][O:17][C:16]1[CH:15]=[CH:14][CH:13]=[C:12]([O:19][CH3:20])[C:11]=1[CH:2]1[N:1]([CH2:27][C:26]2[CH:29]=[CH:30][C:23]([O:22][CH3:21])=[C:24]([O:31][C:32]([F:33])([F:34])[F:35])[CH:25]=2)[C:5](=[O:7])[CH:4]([CH3:10])[CH2:3]1, predict the reactants needed to synthesize it. The reactants are: [NH2:1][CH:2]([C:11]1[C:16]([O:17][CH3:18])=[CH:15][CH:14]=[CH:13][C:12]=1[O:19][CH3:20])[CH2:3][CH:4]([CH3:10])[C:5]([O:7]CC)=O.[CH3:21][O:22][C:23]1[CH:30]=[CH:29][C:26]([CH:27]=O)=[CH:25][C:24]=1[O:31][C:32]([F:35])([F:34])[F:33]. (6) Given the product [CH3:10][O:9][C:7]1[C:8]2[C:17](=[O:18])[CH2:1][O:2][C:3]=2[CH:4]=[C:5]([O:11][CH3:13])[CH:6]=1, predict the reactants needed to synthesize it. The reactants are: [CH3:1][O:2][C:3]1[CH:4]=[C:5]([OH:11])[CH:6]=[C:7]([O:9][CH3:10])[CH:8]=1.Cl[CH2:13]C#N.C[CH2:17][O:18]CC. (7) Given the product [NH2:9][C:3]1[N:4]=[CH:5][N:6]=[C:7]([O:17][C:13]2[CH:12]=[C:11]([NH:10][C:41](=[O:44])[CH:42]=[CH2:43])[CH:16]=[CH:15][CH:14]=2)[C:2]=1[C:25]1[CH:24]=[N:23][C:22]([O:21][C:20]2[CH:37]=[CH:38][CH:39]=[CH:40][C:19]=2[F:18])=[CH:27][CH:26]=1, predict the reactants needed to synthesize it. The reactants are: Cl[C:2]1[C:3]([NH2:9])=[N:4][CH:5]=[N:6][C:7]=1Cl.[NH2:10][C:11]1[CH:12]=[C:13]([OH:17])[CH:14]=[CH:15][CH:16]=1.[F:18][C:19]1[CH:40]=[CH:39][CH:38]=[CH:37][C:20]=1[O:21][C:22]1[CH:27]=[CH:26][C:25](B2OC(C)(C)C(C)(C)O2)=[CH:24][N:23]=1.[C:41](Cl)(=[O:44])[CH:42]=[CH2:43]. (8) Given the product [CH3:1][N:2]1[C:6]([NH:7][C:8](=[O:9])[C:10]2[CH:15]=[CH:14][CH:13]=[CH:12][C:11]=2[SH:16])=[CH:5][C:4]([CH3:25])=[N:3]1, predict the reactants needed to synthesize it. The reactants are: [CH3:1][N:2]1[C:6]([NH:7][C:8]([C:10]2[CH:15]=[CH:14][CH:13]=[CH:12][C:11]=2[S:16]C(=O)C2C=CC=CC=2)=[O:9])=[CH:5][C:4]([CH3:25])=[N:3]1.[OH-].[Na+].C([O-])(O)=O.[Na+]. (9) Given the product [CH2:16]([O:15][C:14](=[O:18])[CH2:6][C:7]1[CH:8]=[CH:9][CH:10]=[C:11]([Cl:13])[N:12]=1)[CH3:17], predict the reactants needed to synthesize it. The reactants are: [Li]CCCC.[CH3:6][C:7]1[N:12]=[C:11]([Cl:13])[CH:10]=[CH:9][CH:8]=1.[C:14](=O)([O:18]CC)[O:15][CH2:16][CH3:17].[NH4+].[Cl-].